This data is from Full USPTO retrosynthesis dataset with 1.9M reactions from patents (1976-2016). The task is: Predict the reactants needed to synthesize the given product. (1) Given the product [CH3:31][C:26]1[CH:25]=[C:24]([NH:23][C:15]2[C:14]3[C:19](=[CH:20][CH:21]=[CH:22][C:13]=3[O:12][CH2:11][C@H:6]3[CH2:7][CH2:8][CH2:9][CH2:10][N:5]3[C:1](=[O:4])[CH2:2][OH:3])[N:18]=[CH:17][N:16]=2)[CH:29]=[CH:28][C:27]=1[O:30][CH2:39][C:34]1[CH:35]=[CH:36][CH:37]=[CH:38][N:33]=1, predict the reactants needed to synthesize it. The reactants are: [C:1]([N:5]1[CH2:10][CH2:9][CH2:8][CH2:7][C@@H:6]1[CH2:11][O:12][C:13]1[CH:22]=[CH:21][CH:20]=[C:19]2[C:14]=1[C:15]([NH:23][C:24]1[CH:29]=[CH:28][C:27]([OH:30])=[C:26]([CH3:31])[CH:25]=1)=[N:16][CH:17]=[N:18]2)(=[O:4])[CH2:2][OH:3].Cl.[N:33]1[CH:38]=[CH:37][CH:36]=[CH:35][C:34]=1[CH2:39]Cl. (2) Given the product [Cl:38][C:35]1[CH:36]=[C:37]2[C:32](=[CH:33][CH:34]=1)[NH:31][C:27]1[C:28]([O:30][CH:3]3[CH2:4][CH2:9][NH:1][CH2:2]3)=[C:29]3[NH:17][C:18]4[CH:19]=[CH:20][C:21]([Cl:46])=[CH:22][C:23]=4[C:24]3=[CH:25][C:26]2=1, predict the reactants needed to synthesize it. The reactants are: [NH:1]1[C:9]2[C:4](=CC=CC=2)[CH:3]=[CH:2]1.C([N:17]1[C:29]2[C:28]([OH:30])=[C:27]3[N:31](C(OC(C)(C)C)=O)[C:32]4[CH:33]=[CH:34][C:35]([Cl:38])=[CH:36][C:37]=4[C:26]3=[CH:25][C:24]=2[C:23]2[C:18]1=[CH:19][CH:20]=[C:21]([Cl:46])[CH:22]=2)(OC(C)(C)C)=O.OC1CCN(C(OCCCC)=O)C1. (3) Given the product [CH2:28]([O:30][C:31](=[O:48])[CH2:32][C:33]1[CH:38]=[CH:37][C:36]([C:22]2[CH:23]=[CH:24][C:19]([C:18]3[O:17][N:16]=[C:15]([CH3:26])[C:14]=3[NH:13][C:12]([O:11][CH:9]([C:3]3[C:2]([F:1])=[CH:7][CH:6]=[CH:5][C:4]=3[F:8])[CH3:10])=[O:27])=[CH:20][CH:21]=2)=[CH:35][CH:34]=1)[CH3:29], predict the reactants needed to synthesize it. The reactants are: [F:1][C:2]1[CH:7]=[CH:6][CH:5]=[C:4]([F:8])[C:3]=1[CH:9]([O:11][C:12](=[O:27])[NH:13][C:14]1[C:15]([CH3:26])=[N:16][O:17][C:18]=1[C:19]1[CH:24]=[CH:23][C:22](Br)=[CH:21][CH:20]=1)[CH3:10].[CH2:28]([O:30][C:31](=[O:48])[CH2:32][C:33]1[CH:38]=[CH:37][C:36](B2OC(C)(C)C(C)(C)O2)=[CH:35][CH:34]=1)[CH3:29]. (4) Given the product [Cl:13][C:10]1[CH:11]=[CH:12][C:7]([C:5](=[O:6])[CH2:4][CH2:3][CH2:2][N:14]2[CH2:19][CH2:18][CH:17]([C:20]3[CH:21]=[C:22]([NH:26][C:27](=[O:30])[CH2:28][CH3:29])[CH:23]=[CH:24][CH:25]=3)[CH2:16][CH2:15]2)=[CH:8][CH:9]=1, predict the reactants needed to synthesize it. The reactants are: Cl[CH2:2][CH2:3][CH2:4][C:5]([C:7]1[CH:12]=[CH:11][C:10]([Cl:13])=[CH:9][CH:8]=1)=[O:6].[NH:14]1[CH2:19][CH2:18][CH:17]([C:20]2[CH:21]=[C:22]([NH:26][C:27](=[O:30])[CH2:28][CH3:29])[CH:23]=[CH:24][CH:25]=2)[CH2:16][CH2:15]1. (5) Given the product [CH2:1]([N:8]1[C:13](=[O:14])[C:12]2[C:15]([CH3:18])=[N:16][O:17][C:11]=2[N:10]=[C:9]1[CH:19]([Br:27])[CH2:20][CH3:21])[C:2]1[CH:3]=[CH:4][CH:5]=[CH:6][CH:7]=1, predict the reactants needed to synthesize it. The reactants are: [CH2:1]([N:8]1[C:13](=[O:14])[C:12]2[C:15]([CH3:18])=[N:16][O:17][C:11]=2[N:10]=[C:9]1[CH2:19][CH2:20][CH3:21])[C:2]1[CH:7]=[CH:6][CH:5]=[CH:4][CH:3]=1.C([O-])(=O)C.[Na+].[Br:27]Br.C(=O)([O-])[O-].[K+].[K+]. (6) The reactants are: [CH2:1]([C:4]1[S:31][C:7]2[N:8]=[C:9]([O:25][CH2:26][CH2:27][C:28]([OH:30])=[O:29])[N:10]=[C:11]([N:12]3[CH2:17][CH2:16][N:15]4[C:18]([C:21]([F:24])([F:23])[F:22])=[N:19][N:20]=[C:14]4[CH2:13]3)[C:6]=2[CH:5]=1)[CH2:2][CH3:3].C(Cl)(=O)C(Cl)=O.[CH:38](O)([CH3:40])[CH3:39]. Given the product [CH:38]([O:29][C:28](=[O:30])[CH2:27][CH2:26][O:25][C:9]1[N:10]=[C:11]([N:12]2[CH2:17][CH2:16][N:15]3[C:18]([C:21]([F:22])([F:24])[F:23])=[N:19][N:20]=[C:14]3[CH2:13]2)[C:6]2[CH:5]=[C:4]([CH2:1][CH2:2][CH3:3])[S:31][C:7]=2[N:8]=1)([CH3:40])[CH3:39], predict the reactants needed to synthesize it. (7) Given the product [CH:28]1([N:19]2[CH:20]=[C:16]([C:14]([NH:13][CH2:12][CH2:11][NH:10][C:8](=[O:9])[C:7]3[CH:6]=[CH:5][C:4]([O:3][CH2:1][CH3:2])=[CH:26][CH:25]=3)=[O:15])[C:17]([C:21]([F:22])([F:23])[F:24])=[N:18]2)[CH2:33][CH2:32][CH2:31][CH2:30][CH2:29]1, predict the reactants needed to synthesize it. The reactants are: [CH2:1]([O:3][C:4]1[CH:26]=[CH:25][C:7]([C:8]([NH:10][CH2:11][CH2:12][NH:13][C:14]([C:16]2[C:17]([C:21]([F:24])([F:23])[F:22])=[N:18][NH:19][CH:20]=2)=[O:15])=[O:9])=[CH:6][CH:5]=1)[CH3:2].Br[CH:28]1[CH2:33][CH2:32][CH2:31][CH2:30][CH2:29]1.C(=O)([O-])[O-].[K+].[K+].